This data is from Full USPTO retrosynthesis dataset with 1.9M reactions from patents (1976-2016). The task is: Predict the reactants needed to synthesize the given product. (1) Given the product [C:1]([C:5]1[CH:6]=[CH:7][C:8]([S:11]([N:14]([C:15]2[CH:19]=[CH:18][S:17][C:16]=2[C:20]([O:22][CH3:23])=[O:21])[CH3:24])(=[O:12])=[O:13])=[CH:9][CH:10]=1)([CH3:4])([CH3:2])[CH3:3], predict the reactants needed to synthesize it. The reactants are: [C:1]([C:5]1[CH:10]=[CH:9][C:8]([S:11]([NH:14][C:15]2[CH:19]=[CH:18][S:17][C:16]=2[C:20]([O:22][CH3:23])=[O:21])(=[O:13])=[O:12])=[CH:7][CH:6]=1)([CH3:4])([CH3:3])[CH3:2].[C:24](=O)([O-])[O-].[K+].[K+].IC. (2) The reactants are: [CH:1]([C:3]1[C:4]([O:12][CH2:13][C:14]2[CH:23]=[CH:22][C:17]([C:18]([O:20]C)=[O:19])=[CH:16][CH:15]=2)=[CH:5][CH:6]=[C:7]2[C:11]=1[NH:10][N:9]=[CH:8]2)=[O:2].[OH-].[Na+].Cl.C(OCC)(=O)C. Given the product [CH:1]([C:3]1[C:4]([O:12][CH2:13][C:14]2[CH:23]=[CH:22][C:17]([C:18]([OH:20])=[O:19])=[CH:16][CH:15]=2)=[CH:5][CH:6]=[C:7]2[C:11]=1[NH:10][N:9]=[CH:8]2)=[O:2], predict the reactants needed to synthesize it. (3) Given the product [CH3:23][C:24]1[CH:25]=[C:26]([CH2:31][C:32]([N:3]2[C:11]3[C:6](=[CH:7][C:8]([C:12]4[C:20]5[C:15](=[N:16][CH:17]=[N:18][C:19]=5[NH2:21])[N:14]([CH3:22])[N:13]=4)=[CH:9][CH:10]=3)[CH2:5][CH2:4]2)=[O:33])[CH:27]=[C:28]([CH3:30])[CH:29]=1, predict the reactants needed to synthesize it. The reactants are: Cl.Cl.[NH:3]1[C:11]2[C:6](=[CH:7][C:8]([C:12]3[C:20]4[C:15](=[N:16][CH:17]=[N:18][C:19]=4[NH2:21])[N:14]([CH3:22])[N:13]=3)=[CH:9][CH:10]=2)[CH2:5][CH2:4]1.[CH3:23][C:24]1[CH:25]=[C:26]([CH2:31][C:32](O)=[O:33])[CH:27]=[C:28]([CH3:30])[CH:29]=1.CN(C(ON1N=NC2C=CC=NC1=2)=[N+](C)C)C.F[P-](F)(F)(F)(F)F.CCN(C(C)C)C(C)C.